Dataset: Forward reaction prediction with 1.9M reactions from USPTO patents (1976-2016). Task: Predict the product of the given reaction. (1) The product is: [CH2:11]1[NH:12][CH2:1][CH2:2][N:3]([CH2:25][C:26]([OH:28])=[O:27])[CH2:4][CH2:5][N:6]([CH2:21][C:22]([OH:24])=[O:23])[CH2:7][CH2:8][N:9]([CH2:17][C:18]([OH:20])=[O:19])[CH2:10]1. Given the reactants [CH2:1]1[N:12](CC(O)=O)[CH2:11][CH2:10][N:9]([CH2:17][C:18]([OH:20])=[O:19])[CH2:8][CH2:7][N:6]([CH2:21][C:22]([OH:24])=[O:23])[CH2:5][CH2:4][N:3]([CH2:25][C:26]([OH:28])=[O:27])[CH2:2]1.CN(C(ON1N=NC2C=CC=CC1=2)=[N+](C)C)C.F[P-](F)(F)(F)(F)F.CCN(C(C)C)C(C)C, predict the reaction product. (2) The product is: [Cl:18][C:11]1[C:12]([N:14]([CH2:16][CH3:17])[CH3:15])=[CH:13][C:8]2[N:7]=[C:28]([C:29]3[CH:34]=[CH:33][CH:32]=[C:31]([C:35]4[S:36][CH:37]=[C:38]([CH2:40][OH:41])[N:39]=4)[CH:30]=3)[CH2:27][C:26](=[O:49])[NH:19][C:9]=2[CH:10]=1. Given the reactants C(OC(=O)[NH:7][C:8]1[CH:13]=[C:12]([N:14]([CH2:16][CH3:17])[CH3:15])[C:11]([Cl:18])=[CH:10][C:9]=1[NH2:19])(C)(C)C.C(O[C:26](=[O:49])[CH2:27][C:28](=O)[C:29]1[CH:34]=[CH:33][CH:32]=[C:31]([C:35]2[S:36][CH:37]=[C:38]([CH2:40][O:41]C3CCCCO3)[N:39]=2)[CH:30]=1)(C)(C)C.C(O)(C(F)(F)F)=O, predict the reaction product. (3) Given the reactants C([O:8][C:9](=[O:40])[C@H:10]([CH3:39])[O:11][C:12]([O:14][CH2:15][N:16]([C:31]1[CH:36]=[CH:35][C:34]([F:37])=[CH:33][C:32]=1[Cl:38])[S:17]([CH:20]1[C:25]([C:26]([O:28][CH2:29][CH3:30])=[O:27])=[CH:24][CH2:23][CH2:22][CH2:21]1)(=[O:19])=[O:18])=[O:13])C1C=CC=CC=1, predict the reaction product. The product is: [Cl:38][C:32]1[CH:33]=[C:34]([F:37])[CH:35]=[CH:36][C:31]=1[N:16]([CH2:15][O:14][C:12]([O:11][C@@H:10]([CH3:39])[C:9]([OH:40])=[O:8])=[O:13])[S:17]([CH:20]1[CH2:21][CH2:22][CH2:23][CH:24]=[C:25]1[C:26]([O:28][CH2:29][CH3:30])=[O:27])(=[O:18])=[O:19]. (4) Given the reactants [CH:1]([C:4]1[CH:9]=[CH:8][C:7]([C:10]([NH:12][NH:13][C:14]2[CH:23]=[CH:22][C:17]([C:18]([O:20][CH3:21])=[O:19])=[CH:16][CH:15]=2)=[S:11])=[CH:6][CH:5]=1)([CH3:3])[CH3:2].[C:24](N1C=CN=C1)(N1C=CN=C1)=[O:25], predict the reaction product. The product is: [CH:1]([C:4]1[CH:5]=[CH:6][C:7]([C:10]2[S:11][C:24](=[O:25])[N:13]([C:14]3[CH:15]=[CH:16][C:17]([C:18]([O:20][CH3:21])=[O:19])=[CH:22][CH:23]=3)[N:12]=2)=[CH:8][CH:9]=1)([CH3:3])[CH3:2]. (5) The product is: [Br:1][C:20]1[C:19]2[C:23](=[CH:24][CH:25]=[C:17]([NH:16][C:14]([O:13][C:10]([CH3:9])([CH3:11])[CH3:12])=[O:15])[CH:18]=2)[NH:22][C:21]=1[C:26]([O:28][CH2:29][CH3:30])=[O:27]. Given the reactants [Br:1]N1C(=O)CCC1=O.[CH3:9][C:10]([O:13][C:14]([NH:16][C:17]1[CH:18]=[C:19]2[C:23](=[CH:24][CH:25]=1)[NH:22][C:21]([C:26]([O:28][CH2:29][CH3:30])=[O:27])=[CH:20]2)=[O:15])([CH3:12])[CH3:11], predict the reaction product. (6) Given the reactants Cl[C:2]1[N:3]=[C:4]([NH:21][C:22]2[CH:30]=[C:29]3[C:25]([CH:26]=[N:27][NH:28]3)=[CH:24][CH:23]=2)[C:5]2[CH:10]=[CH:9][N:8]([S:11]([C:14]3[CH:20]=[CH:19][C:17]([CH3:18])=[CH:16][CH:15]=3)(=[O:13])=[O:12])[C:6]=2[N:7]=1.[NH2:31][C:32]1[CH:37]=[CH:36][C:35]([N:38]([CH3:42])[C:39](=[O:41])[CH3:40])=[CH:34][CH:33]=1.C[Si](Cl)(C)C, predict the reaction product. The product is: [NH:28]1[C:29]2[C:25](=[CH:24][CH:23]=[C:22]([NH:21][C:4]3[C:5]4[CH:10]=[CH:9][N:8]([S:11]([C:14]5[CH:20]=[CH:19][C:17]([CH3:18])=[CH:16][CH:15]=5)(=[O:13])=[O:12])[C:6]=4[N:7]=[C:2]([NH:31][C:32]4[CH:33]=[CH:34][C:35]([N:38]([CH3:42])[C:39](=[O:41])[CH3:40])=[CH:36][CH:37]=4)[N:3]=3)[CH:30]=2)[CH:26]=[N:27]1.